From a dataset of Reaction yield outcomes from USPTO patents with 853,638 reactions. Predict the reaction yield, written as a fraction of the theoretical maximum amount of product (1.0 means a 100% yield; for example, 0.34 means a 34% yield). (1) The reactants are O[CH:2]1[C:11]2[C:6](=[CH:7][CH:8]=[C:9]([O:12][CH3:13])[CH:10]=2)[CH2:5][N:4]([C:14]([O:16][C:17]([CH3:20])([CH3:19])[CH3:18])=[O:15])[CH2:3]1.C1(P(C2C=CC=CC=2)C2C=CC=CC=2)C=CC=CC=1.[C:40]1(=[O:50])[NH:44][C:43](=[O:45])[C:42]2=[CH:46][CH:47]=[CH:48][CH:49]=[C:41]12.N(C(OC(C)C)=O)=NC(OC(C)C)=O. The catalyst is C(#N)C.ClCCl. The product is [O:45]=[C:43]1[C:42]2[C:41](=[CH:49][CH:48]=[CH:47][CH:46]=2)[C:40](=[O:50])[N:44]1[CH:2]1[C:11]2[C:6](=[CH:7][CH:8]=[C:9]([O:12][CH3:13])[CH:10]=2)[CH2:5][N:4]([C:14]([O:16][C:17]([CH3:20])([CH3:19])[CH3:18])=[O:15])[CH2:3]1. The yield is 0.170. (2) The reactants are [Br:1][C:2]1[CH:3]=[C:4]([OH:8])[CH:5]=[N:6][CH:7]=1.C([O-])([O-])=O.[K+].[K+].I[CH2:16][CH3:17]. The catalyst is CN(C=O)C. The product is [Br:1][C:2]1[CH:7]=[N:6][CH:5]=[C:4]([O:8][CH2:16][CH3:17])[CH:3]=1. The yield is 0.542.